Dataset: Reaction yield outcomes from USPTO patents with 853,638 reactions. Task: Predict the reaction yield, written as a fraction of the theoretical maximum amount of product (1.0 means a 100% yield; for example, 0.34 means a 34% yield). (1) The reactants are CN(C=O)C.[C:6]([Cl:11])(=O)[C:7](Cl)=[O:8].OC1C(=O)[NH:15][S:16](=[O:25])(=[O:24])[C:17]=1[C:18]1[CH:23]=[CH:22][CH:21]=[CH:20][CH:19]=1. The catalyst is C(Cl)Cl. The product is [Cl:11][C:6]1[C:7](=[O:8])[NH:15][S:16](=[O:24])(=[O:25])[C:17]=1[C:18]1[CH:23]=[CH:22][CH:21]=[CH:20][CH:19]=1. The yield is 0.500. (2) The catalyst is O1CCCC1. The reactants are [Br:1][C:2]1[CH:9]=[CH:8][CH:7]=[C:6]([N:10]2[C:16](=[O:17])[C:15]3[C:18]([F:25])=[CH:19][C:20]([CH:22]4[CH2:24][CH2:23]4)=[CH:21][C:14]=3[O:13][CH2:12][CH2:11]2)[C:3]=1[CH:4]=[O:5].C([BH-](CC)CC)C.[Li+]. The product is [Br:1][C:2]1[C:3]([CH2:4][OH:5])=[C:6]([N:10]2[C:16](=[O:17])[C:15]3[C:18]([F:25])=[CH:19][C:20]([CH:22]4[CH2:23][CH2:24]4)=[CH:21][C:14]=3[O:13][CH2:12][CH2:11]2)[CH:7]=[CH:8][CH:9]=1. The yield is 0.850.